From a dataset of NCI-60 drug combinations with 297,098 pairs across 59 cell lines. Regression. Given two drug SMILES strings and cell line genomic features, predict the synergy score measuring deviation from expected non-interaction effect. (1) Drug 1: C1=NC2=C(N1)C(=S)N=C(N2)N. Drug 2: CCCCC(=O)OCC(=O)C1(CC(C2=C(C1)C(=C3C(=C2O)C(=O)C4=C(C3=O)C=CC=C4OC)O)OC5CC(C(C(O5)C)O)NC(=O)C(F)(F)F)O. Cell line: RPMI-8226. Synergy scores: CSS=38.7, Synergy_ZIP=-2.00, Synergy_Bliss=-0.0585, Synergy_Loewe=-2.27, Synergy_HSA=-0.216. (2) Drug 1: CCC(=C(C1=CC=CC=C1)C2=CC=C(C=C2)OCCN(C)C)C3=CC=CC=C3.C(C(=O)O)C(CC(=O)O)(C(=O)O)O. Drug 2: C1=CC=C(C=C1)NC(=O)CCCCCCC(=O)NO. Cell line: A498. Synergy scores: CSS=6.47, Synergy_ZIP=-1.82, Synergy_Bliss=-0.00334, Synergy_Loewe=-19.3, Synergy_HSA=-2.43.